From a dataset of TCR-epitope binding with 47,182 pairs between 192 epitopes and 23,139 TCRs. Binary Classification. Given a T-cell receptor sequence (or CDR3 region) and an epitope sequence, predict whether binding occurs between them. (1) The epitope is EPLPQGQLTAY. The TCR CDR3 sequence is CASSSGTGVSPLHF. Result: 0 (the TCR does not bind to the epitope). (2) The epitope is EEHVQIHTI. The TCR CDR3 sequence is CATSDGFLGELFF. Result: 0 (the TCR does not bind to the epitope).